This data is from Reaction yield outcomes from USPTO patents with 853,638 reactions. The task is: Predict the reaction yield, written as a fraction of the theoretical maximum amount of product (1.0 means a 100% yield; for example, 0.34 means a 34% yield). The yield is 0.600. The product is [CH3:32][C:27]1([CH3:28])[C@@H:26]([C:18]2[CH:19]=[CH:20][CH:21]=[CH:22][CH:23]=2)[C@@H:25]1[C:24]([O:34][CH2:35][CH3:36])=[O:33]. No catalyst specified. The reactants are [I-].C([P+]([C:18]1[CH:23]=[CH:22][CH:21]=[CH:20][CH:19]=1)([C:18]1[CH:23]=[CH:22][CH:21]=[CH:20][CH:19]=1)[C:18]1[CH:23]=[CH:22][CH:21]=[CH:20][CH:19]=1)(C)C.[C:24]([O:34][CH2:35][CH3:36])(=[O:33])[CH:25]=[CH:26][C:27]1[CH:32]=CC=C[CH:28]=1.